This data is from Full USPTO retrosynthesis dataset with 1.9M reactions from patents (1976-2016). The task is: Predict the reactants needed to synthesize the given product. (1) Given the product [CH3:4][C:3]1[C:43]2[S:44][C:45]3[CH:50]=[CH:49][CH:48]=[CH:47][C:46]=3[C:42]=2[CH2:41][C:2]=1[C:1]([CH2:80][CH2:79][CH2:78][CH2:77][CH:76]([CH:83]1[C:84]2[CH:85]=[CH:86][CH:87]=[CH:88][C:89]=2[C:90]2[C:95]1=[CH:94][CH:93]=[CH:92][CH:91]=2)[CH3:75])=[CH2:6], predict the reactants needed to synthesize it. The reactants are: [CH2:1]([Li])[CH2:2][CH2:3][CH3:4].[CH:6]1C2CC3C(=CC=CC=3)C=2C=CC=1.O1C(CCCCC=C)C1.C1(C)C=CC(S(Cl)(=O)=O)=CC=1.CC1C[C:43]2[S:44][C:45]3[CH:50]=[CH:49][CH:48]=[CH:47][C:46]=3[C:42]=2[CH:41]=1.CC1CC2C3C=CC=CC=3SC=2C=1.C1(C)C=CC(S(O[CH2:75][CH:76]([CH:83]2[C:95]3[CH:94]=[CH:93][CH:92]=[CH:91][C:90]=3[C:89]3[C:84]2=[CH:85][CH:86]=[CH:87][CH:88]=3)[CH2:77][CH2:78][CH2:79][CH2:80]C=C)(=O)=O)=CC=1. (2) Given the product [I:35][CH2:2][C:3]1[CH:4]=[C:5]([CH:8]=[CH:9][CH:10]=1)[C:6]#[N:7], predict the reactants needed to synthesize it. The reactants are: O[CH2:2][C:3]1[CH:4]=[C:5]([CH:8]=[CH:9][CH:10]=1)[C:6]#[N:7].C1(P(C2C=CC=CC=2)C2C=CC=CC=2)C=CC=CC=1.N1C=CN=C1.[I:35]I.[Cl-].[NH4+]. (3) The reactants are: [F:1][C:2]([F:44])([F:43])[C:3]1[CH:4]=[C:5]([CH:36]=[C:37]([C:39]([F:42])([F:41])[F:40])[CH:38]=1)[CH2:6][N:7]([CH2:15][C:16]1[CH:21]=[C:20]([C:22]([F:25])([F:24])[F:23])[CH:19]=[CH:18][C:17]=1[N:26]([CH2:29][CH:30]1[CH2:35][CH2:34][CH2:33][CH2:32][CH2:31]1)[CH2:27][CH3:28])[C:8]1[N:13]=[CH:12][C:11]([OH:14])=[CH:10][N:9]=1.Br[CH2:46][CH2:47][CH2:48][OH:49].C(=O)([O-])[O-].[K+].[K+].C(OCC)(=O)C. Given the product [F:44][C:2]([F:1])([F:43])[C:3]1[CH:4]=[C:5]([CH:36]=[C:37]([C:39]([F:40])([F:41])[F:42])[CH:38]=1)[CH2:6][N:7]([CH2:15][C:16]1[CH:21]=[C:20]([C:22]([F:25])([F:24])[F:23])[CH:19]=[CH:18][C:17]=1[N:26]([CH2:29][CH:30]1[CH2:35][CH2:34][CH2:33][CH2:32][CH2:31]1)[CH2:27][CH3:28])[C:8]1[N:9]=[CH:10][C:11]([O:14][CH2:46][CH2:47][CH2:48][OH:49])=[CH:12][N:13]=1, predict the reactants needed to synthesize it. (4) Given the product [C:17]([C:21]1[CH:26]=[CH:25][C:24]([S:27]([NH:1][C:2]2[CH:7]=[C:6]([Cl:8])[CH:5]=[CH:4][C:3]=2[C:9]([C:11]2[CH:16]=[CH:15][N:14]=[CH:13][CH:12]=2)=[O:10])(=[O:29])=[O:28])=[CH:23][CH:22]=1)([CH3:20])([CH3:18])[CH3:19], predict the reactants needed to synthesize it. The reactants are: [NH2:1][C:2]1[CH:7]=[C:6]([Cl:8])[CH:5]=[CH:4][C:3]=1[C:9]([C:11]1[CH:16]=[CH:15][N:14]=[CH:13][CH:12]=1)=[O:10].[C:17]([C:21]1[CH:26]=[CH:25][C:24]([S:27](Cl)(=[O:29])=[O:28])=[CH:23][CH:22]=1)([CH3:20])([CH3:19])[CH3:18]. (5) Given the product [I:26][C:13]1[C:14]2[O:16][CH:17]=[C:18]([C:19]3[CH:20]=[CH:21][CH:22]=[CH:23][CH:24]=3)[C:15]=2[C:8]2[CH2:7][CH2:6][NH:5][CH2:11][CH2:10][C:9]=2[CH:12]=1, predict the reactants needed to synthesize it. The reactants are: FC(F)(F)C([N:5]1[CH2:11][CH2:10][C:9]2[CH:12]=[C:13]([I:26])[C:14]([O:16][CH2:17][C:18](=O)[C:19]3[CH:24]=[CH:23][CH:22]=[CH:21][CH:20]=3)=[CH:15][C:8]=2[CH2:7][CH2:6]1)=O. (6) The reactants are: [N:1]1([C:7]2[CH:8]=[CH:9][C:10]3[N:11]([C:13]([C:16]([F:19])([F:18])[F:17])=[N:14][N:15]=3)[N:12]=2)[CH2:6][CH2:5][NH:4][CH2:3][CH2:2]1.[S:20]1[CH:24]=[CH:23][C:22]([CH:25]=O)=[CH:21]1. Given the product [S:20]1[CH:24]=[CH:23][C:22]([CH2:25][N:4]2[CH2:3][CH2:2][N:1]([C:7]3[CH:8]=[CH:9][C:10]4[N:11]([C:13]([C:16]([F:17])([F:18])[F:19])=[N:14][N:15]=4)[N:12]=3)[CH2:6][CH2:5]2)=[CH:21]1, predict the reactants needed to synthesize it. (7) Given the product [CH2:1]([N:8]1[CH2:9][CH:10]=[C:11]([C:15]2[CH:20]=[CH:19][CH:18]=[C:17]([Br:21])[C:16]=2[CH2:22][CH3:23])[CH2:12][CH2:13]1)[C:2]1[CH:3]=[CH:4][CH:5]=[CH:6][CH:7]=1, predict the reactants needed to synthesize it. The reactants are: [CH2:1]([N:8]1[CH2:13][CH2:12][C:11]([C:15]2[CH:20]=[CH:19][CH:18]=[C:17]([Br:21])[C:16]=2[CH2:22][CH3:23])(O)[CH2:10][CH2:9]1)[C:2]1[CH:7]=[CH:6][CH:5]=[CH:4][CH:3]=1.Cl.